From a dataset of Reaction yield outcomes from USPTO patents with 853,638 reactions. Predict the reaction yield, written as a fraction of the theoretical maximum amount of product (1.0 means a 100% yield; for example, 0.34 means a 34% yield). (1) The product is [CH2:1]([NH:3][C:4]1[C:21]([O:22][CH3:23])=[N:20][C:7]2[CH2:8][CH2:9][NH:10][CH2:11][CH:12]([CH3:13])[C:6]=2[CH:5]=1)[CH3:2]. The reactants are [CH2:1]([NH:3][C:4]1[C:21]([O:22][CH3:23])=[N:20][C:7]2[CH2:8][CH2:9][N:10](C(=O)C(F)(F)F)[CH2:11][CH:12]([CH3:13])[C:6]=2[CH:5]=1)[CH3:2].C([O-])([O-])=O.[K+].[K+]. The yield is 0.870. The catalyst is CO. (2) The reactants are [Cl:1][C:2]1[CH:7]=[C:6]([Cl:8])[CH:5]=[CH:4][C:3]=1[C:9]1[CH:10]=[CH:11][C:12]2[O:21][CH:20]3[CH:15]([CH2:16][N:17]([C:22]([O:24][C:25]([CH3:28])([CH3:27])[CH3:26])=[O:23])[CH2:18][CH2:19]3)[C:13]=2[CH:14]=1.[Br:29]N1C(=O)CCC1=O.O. The catalyst is CC(O)=O. The product is [Br:29][C:11]1[C:12]2[O:21][CH:20]3[CH2:19][CH2:18][N:17]([C:22]([O:24][C:25]([CH3:28])([CH3:27])[CH3:26])=[O:23])[CH2:16][CH:15]3[C:13]=2[CH:14]=[C:9]([C:3]2[CH:4]=[CH:5][C:6]([Cl:8])=[CH:7][C:2]=2[Cl:1])[CH:10]=1. The yield is 0.820. (3) The reactants are [Cl:1][C:2]1[CH:7]=[CH:6][C:5]([OH:8])=[C:4]([I:9])[CH:3]=1.[CH3:10][N:11]1[CH2:16][CH2:15][CH:14]([CH2:17]O)[CH2:13][CH2:12]1.C1(P(C2C=CC=CC=2)C2C=CC=CC=2)C=CC=CC=1.C(OC(N=NC(OC(C)C)=O)=O)(C)C. The catalyst is C1COCC1. The product is [Cl:1][C:2]1[CH:7]=[CH:6][C:5]([O:8][CH2:17][CH:14]2[CH2:15][CH2:16][N:11]([CH3:10])[CH2:12][CH2:13]2)=[C:4]([I:9])[CH:3]=1. The yield is 0.750. (4) The reactants are Cl.CN(C)CCCN=C=NCC.ON1C2C=CC=CC=2N=N1.[CH2:23]([O:30][C:31]([NH:33][C:34]1([C:37]([OH:39])=O)[CH2:36][CH2:35]1)=[O:32])[C:24]1[CH:29]=[CH:28][CH:27]=[CH:26][CH:25]=1.[CH2:40]([NH:47][CH2:48][C:49]([O:51][CH2:52][CH3:53])=[O:50])[C:41]1[CH:46]=[CH:45][CH:44]=[CH:43][CH:42]=1. The catalyst is ClCCl. The product is [CH2:40]([N:47]([C:37]([C:34]1([NH:33][C:31]([O:30][CH2:23][C:24]2[CH:25]=[CH:26][CH:27]=[CH:28][CH:29]=2)=[O:32])[CH2:35][CH2:36]1)=[O:39])[CH2:48][C:49]([O:51][CH2:52][CH3:53])=[O:50])[C:41]1[CH:46]=[CH:45][CH:44]=[CH:43][CH:42]=1. The yield is 0.870. (5) The reactants are [OH:1][C:2]1[CH:3]=[CH:4][C:5]([N+:12]([O-:14])=[O:13])=[C:6]([CH:11]=1)[C:7]([O:9][CH3:10])=[O:8].Br[CH2:16][CH2:17][CH2:18][Cl:19]. No catalyst specified. The product is [Cl:19][CH2:18][CH2:17][CH2:16][O:1][C:2]1[CH:3]=[CH:4][C:5]([N+:12]([O-:14])=[O:13])=[C:6]([CH:11]=1)[C:7]([O:9][CH3:10])=[O:8]. The yield is 0.940. (6) The reactants are [Cl-].O[NH3+:3].[C:4](=[O:7])([O-])[OH:5].[Na+].CS(C)=O.[CH2:13]([C:15]1[N:16]=[C:17]([CH2:45][CH2:46][CH3:47])[N:18]([CH2:30][C:31]2[CH:36]=[CH:35][C:34]([C:37]3[C:38]([C:43]#[N:44])=[CH:39][CH:40]=[CH:41][CH:42]=3)=[CH:33][CH:32]=2)[C:19](=[O:29])[C:20]=1[O:21][C:22]1[CH:27]=[C:26]([CH3:28])[CH:25]=[CH:24][N:23]=1)[CH3:14]. The catalyst is C(OCC)(=O)C. The product is [CH2:13]([C:15]1[N:16]=[C:17]([CH2:45][CH2:46][CH3:47])[N:18]([CH2:30][C:31]2[CH:36]=[CH:35][C:34]([C:37]3[CH:42]=[CH:41][CH:40]=[CH:39][C:38]=3[C:43]3[NH:3][C:4](=[O:7])[O:5][N:44]=3)=[CH:33][CH:32]=2)[C:19](=[O:29])[C:20]=1[O:21][C:22]1[CH:27]=[C:26]([CH3:28])[CH:25]=[CH:24][N:23]=1)[CH3:14]. The yield is 0.640. (7) The yield is 0.810. The reactants are [Br:1][C:2]1[CH:3]=[C:4]([C:7](=[O:12])[C:8]([Cl:11])([Cl:10])[Cl:9])[NH:5][CH:6]=1.Cl[C:14](Cl)(Cl)C(C1N(C)C=CC=1)=O. No catalyst specified. The product is [Br:1][C:2]1[CH:3]=[C:4]([C:7](=[O:12])[C:8]([Cl:9])([Cl:10])[Cl:11])[N:5]([CH3:14])[CH:6]=1. (8) The reactants are S(S([O-])=O)([O-])=O.[Na+].[Na+].[Cl:9][C:10]1[CH:11]=[C:12]([CH:15]=[C:16]([O:18][C:19]2[C:24]([N+:25]([O-])=O)=[CH:23][CH:22]=[C:21]([CH3:28])[C:20]=2[F:29])[CH:17]=1)[C:13]#[N:14].CCOC(C)=O. The yield is 0.920. The product is [NH2:25][C:24]1[C:19]([O:18][C:16]2[CH:15]=[C:12]([CH:11]=[C:10]([Cl:9])[CH:17]=2)[C:13]#[N:14])=[C:20]([F:29])[C:21]([CH3:28])=[CH:22][CH:23]=1. The catalyst is O.C1COCC1. (9) The reactants are [Cl:1][C:2]1[CH:7]=[CH:6][C:5]([C:8]2[CH:9]=[C:10]([S:14](Cl)(=[O:16])=[O:15])[CH:11]=[CH:12][CH:13]=2)=[CH:4][CH:3]=1.[NH2:18][C:19]1[CH:20]=[C:21]([C:25]2[NH:29][N:28]=[N:27][N:26]=2)[CH:22]=[CH:23][CH:24]=1. No catalyst specified. The product is [Cl:1][C:2]1[CH:7]=[CH:6][C:5]([C:8]2[CH:13]=[CH:12][CH:11]=[C:10]([S:14]([NH:18][C:19]3[CH:24]=[CH:23][CH:22]=[C:21]([C:25]4[NH:29][N:28]=[N:27][N:26]=4)[CH:20]=3)(=[O:16])=[O:15])[CH:9]=2)=[CH:4][CH:3]=1. The yield is 0.920. (10) The reactants are Cl[C:2]1[N:7]=[C:6]([C:8]#[N:9])[CH:5]=[CH:4][CH:3]=1.[NH:10]1[CH:14]=[CH:13][CH:12]=[N:11]1.C(=O)([O-])[O-].[K+].[K+].C(OCC)(=O)C. The catalyst is CN(C=O)C.O. The product is [N:10]1([C:2]2[N:7]=[C:6]([C:8]#[N:9])[CH:5]=[CH:4][CH:3]=2)[CH:14]=[CH:13][CH:12]=[N:11]1. The yield is 0.800.